This data is from Forward reaction prediction with 1.9M reactions from USPTO patents (1976-2016). The task is: Predict the product of the given reaction. (1) Given the reactants [Cl:1][C:2]1[CH:7]=[CH:6][CH:5]=[C:4]([Cl:8])[CH:3]=1.C([Li])CCC.[Cl:14][C:15]1[CH:16]=[CH:17][C:18]([N+:23]([O-:25])=[O:24])=[C:19]([CH:22]=1)[CH:20]=[O:21].C(O)(=O)C, predict the reaction product. The product is: [N+:23]([C:18]1[CH:17]=[CH:16][C:15]([Cl:14])=[CH:22][C:19]=1[CH:20]([C:3]1[C:2]([Cl:1])=[CH:7][CH:6]=[CH:5][C:4]=1[Cl:8])[OH:21])([O-:25])=[O:24]. (2) Given the reactants [CH2:1]([O:3][C:4]([C:6]1[CH:7]=[N:8][N:9]([C:12]2[CH:17]=[CH:16][C:15]([Cl:18])=[CH:14][CH:13]=2)[C:10]=1I)=[O:5])[CH3:2].[CH2:19](C([Sn])=C(CCCC)CCCC)[CH2:20]CC, predict the reaction product. The product is: [CH2:1]([O:3][C:4]([C:6]1[CH:7]=[N:8][N:9]([C:12]2[CH:17]=[CH:16][C:15]([Cl:18])=[CH:14][CH:13]=2)[C:10]=1[CH:19]=[CH2:20])=[O:5])[CH3:2]. (3) Given the reactants [CH:1]12[CH2:8][CH2:7][CH:4]([CH2:5][CH2:6]1)[C:3](=[O:9])[NH:2]2.Cl.Br[C:12]1[CH:17]=[CH:16][N:15]=[CH:14][CH:13]=1.C([O-])([O-])=O.[Cs+].[Cs+].CC1(C)C2C(=C(P(C3C=CC=CC=3)C3C=CC=CC=3)C=CC=2)OC2C(P(C3C=CC=CC=3)C3C=CC=CC=3)=CC=CC1=2, predict the reaction product. The product is: [N:15]1[CH:16]=[CH:17][C:12]([N:2]2[C:3](=[O:9])[CH:4]3[CH2:7][CH2:8][CH:1]2[CH2:6][CH2:5]3)=[CH:13][CH:14]=1. (4) Given the reactants [OH:1][CH2:2][C@@H:3]1[CH2:8][CH2:7][CH2:6][N:5]([C:9]([O:11][C:12]([CH3:15])([CH3:14])[CH3:13])=[O:10])[CH2:4]1.[H-].[Na+].[CH2:18](I)[CH3:19], predict the reaction product. The product is: [CH2:18]([O:1][CH2:2][C@@H:3]1[CH2:8][CH2:7][CH2:6][N:5]([C:9]([O:11][C:12]([CH3:15])([CH3:14])[CH3:13])=[O:10])[CH2:4]1)[CH3:19].